From a dataset of Reaction yield outcomes from USPTO patents with 853,638 reactions. Predict the reaction yield, written as a fraction of the theoretical maximum amount of product (1.0 means a 100% yield; for example, 0.34 means a 34% yield). (1) The reactants are Br[CH2:2][C:3]1[N:8]([C:9]2[CH:14]=[CH:13][CH:12]=[C:11]([C:15]([F:18])([F:17])[F:16])[CH:10]=2)[C:7](=[O:19])[NH:6][CH:5]([C:20]2[CH:25]=[CH:24][C:23]([C:26]#[N:27])=[CH:22][C:21]=2[S:28]([CH3:31])(=[O:30])=[O:29])[C:4]=1[C:32]([O:34]CC(Br)CBr)=O.[CH3:40][NH2:41].C1COCC1. No catalyst specified. The product is [CH3:40][N:41]1[C:32](=[O:34])[C:4]2[CH:5]([C:20]3[CH:25]=[CH:24][C:23]([C:26]#[N:27])=[CH:22][C:21]=3[S:28]([CH3:31])(=[O:30])=[O:29])[NH:6][C:7](=[O:19])[N:8]([C:9]3[CH:14]=[CH:13][CH:12]=[C:11]([C:15]([F:16])([F:17])[F:18])[CH:10]=3)[C:3]=2[CH2:2]1. The yield is 0.670. (2) The yield is 0.290. The product is [CH:23]([N:19]1[C:18]([C:12]2[N:11]=[C:10]3[C:9]4[CH:26]=[CH:27][C:6]([CH:4]5[CH2:3][N:2]([CH2:39][C:38]([NH:37][CH3:36])=[O:41])[CH2:5]5)=[CH:7][C:8]=4[O:17][CH2:16][CH2:15][N:14]3[CH:13]=2)=[N:22][CH:21]=[N:20]1)([CH3:24])[CH3:25]. The catalyst is CN1C(=O)CCC1. The reactants are Cl.[NH:2]1[CH2:5][CH:4]([C:6]2[CH:27]=[CH:26][C:9]3[C:10]4[N:14]([CH2:15][CH2:16][O:17][C:8]=3[CH:7]=2)[CH:13]=[C:12]([C:18]2[N:19]([CH:23]([CH3:25])[CH3:24])[N:20]=[CH:21][N:22]=2)[N:11]=4)[CH2:3]1.[O-]P([O-])([O-])=O.[Na+].[Na+].[Na+].[CH3:36][NH:37][C:38](=[O:41])[CH2:39]Cl. (3) The reactants are [CH:1]1([NH2:4])[CH2:3][CH2:2]1.C(O)(=O)C.[CH3:9][C:10]1([C:14]2[CH:21]=[CH:20][CH:19]=[CH:18][C:15]=2[CH:16]=O)[CH2:13][O:12][CH2:11]1.C([BH3-])#N.[Na+]. The catalyst is CO. The product is [CH3:9][C:10]1([C:14]2[CH:21]=[CH:20][CH:19]=[CH:18][C:15]=2[CH2:16][NH:4][CH:1]2[CH2:3][CH2:2]2)[CH2:11][O:12][CH2:13]1. The yield is 0.620. (4) The reactants are [Br:1][C:2]1[CH:7]=[CH:6][N:5]2[N:8]=[CH:9][C:10]([C:11]3[CH:15]=[CH:14][NH:13][N:12]=3)=[C:4]2[CH:3]=1.[CH3:16][C:17]1[CH:22]=[CH:21][C:20]([N+:23]([O-:25])=[O:24])=[CH:19][C:18]=1[S:26](Cl)(=[O:28])=[O:27]. No catalyst specified. The product is [Br:1][C:2]1[CH:7]=[CH:6][N:5]2[N:8]=[CH:9][C:10]([C:11]3[CH:15]=[CH:14][N:13]([S:26]([C:18]4[CH:19]=[C:20]([N+:23]([O-:25])=[O:24])[CH:21]=[CH:22][C:17]=4[CH3:16])(=[O:27])=[O:28])[N:12]=3)=[C:4]2[CH:3]=1. The yield is 0.770. (5) The reactants are C([Li])CCC.[Br:6][C:7]1[C:11](Br)=[N:10][N:9]([CH:13]2[CH2:18][CH2:17][N:16]([C:19]([O:21][C:22]([CH3:25])([CH3:24])[CH3:23])=[O:20])[CH2:15][CH2:14]2)[N:8]=1.BrC1N=NN(C2CCN(C(OC(C)(C)C)=O)CC2)C=1Br.[Cl-].[NH4+]. The catalyst is O1CCCC1. The product is [Br:6][C:7]1[CH:11]=[N:10][N:9]([CH:13]2[CH2:18][CH2:17][N:16]([C:19]([O:21][C:22]([CH3:25])([CH3:24])[CH3:23])=[O:20])[CH2:15][CH2:14]2)[N:8]=1. The yield is 0.330. (6) The reactants are F[C:2](F)=O.B(F)(F)F.CCO[CH2:12][CH3:13].[C:14]1([CH3:20])[CH:19]=[CH:18][CH:17]=[CH:16][CH:15]=1. The catalyst is C1COCC1. The product is [CH2:18]1[C:19]2[C:14](=[CH:20][CH:2]=[CH:12][CH:13]=2)[CH:15]=[CH:16][CH2:17]1. The yield is 0.850.